Dataset: Reaction yield outcomes from USPTO patents with 853,638 reactions. Task: Predict the reaction yield, written as a fraction of the theoretical maximum amount of product (1.0 means a 100% yield; for example, 0.34 means a 34% yield). (1) The reactants are [OH:1][CH:2]([C:17]1[N:18]=[CH:19][N:20]([S:22]([C:25]2[CH:30]=[CH:29][CH:28]=[CH:27][CH:26]=2)(=[O:24])=[O:23])[CH:21]=1)[C:3]1[CH:4]=[C:5]2[C:10](=[CH:11][CH:12]=1)[CH:9]=[C:8]([C:13]([NH:15][CH3:16])=[O:14])[CH:7]=[CH:6]2.CN(C)C(=O)C.C(OC(C)C)(C)C. The catalyst is [O-2].[O-2].[Mn+4].C(OCC)(=O)C. The product is [CH3:16][NH:15][C:13]([C:8]1[CH:7]=[CH:6][C:5]2[C:10](=[CH:11][CH:12]=[C:3]([C:2]([C:17]3[N:18]=[CH:19][N:20]([S:22]([C:25]4[CH:30]=[CH:29][CH:28]=[CH:27][CH:26]=4)(=[O:24])=[O:23])[CH:21]=3)=[O:1])[CH:4]=2)[CH:9]=1)=[O:14]. The yield is 0.720. (2) The product is [CH2:8]([O:28][C:29]([CH3:37])([CH3:38])[C:30]([OH:32])=[O:31])[CH2:9][CH2:10][CH2:11]/[CH:12]=[CH:13]\[CH2:14]/[CH:15]=[CH:16]\[CH2:17]/[CH:18]=[CH:19]\[CH2:20]/[CH:21]=[CH:22]\[CH2:23]/[CH:24]=[CH:25]\[CH2:26][CH3:27]. The yield is 0.0800. The reactants are FC(F)(F)C(O)=O.[CH2:8]([O:28][C:29]([CH3:38])([CH3:37])[C:30]([O:32]C(C)(C)C)=[O:31])[CH2:9][CH2:10][CH2:11]/[CH:12]=[CH:13]\[CH2:14]/[CH:15]=[CH:16]\[CH2:17]/[CH:18]=[CH:19]\[CH2:20]/[CH:21]=[CH:22]\[CH2:23]/[CH:24]=[CH:25]\[CH2:26][CH3:27].O. The catalyst is ClCCl.CCCCCCC. (3) The reactants are C([O:3][C:4]([C:6]1[CH:11]=[CH:10][C:9]([C:12]2[CH:17]=[CH:16][C:15]([O:18][CH3:19])=[CH:14][CH:13]=2)=[CH:8][CH:7]=1)=[O:5])C.[OH-].[Na+]. The catalyst is CO. The product is [CH3:19][O:18][C:15]1[CH:14]=[CH:13][C:12]([C:9]2[CH:10]=[CH:11][C:6]([C:4]([OH:5])=[O:3])=[CH:7][CH:8]=2)=[CH:17][CH:16]=1. The yield is 0.940.